This data is from Reaction yield outcomes from USPTO patents with 853,638 reactions. The task is: Predict the reaction yield, written as a fraction of the theoretical maximum amount of product (1.0 means a 100% yield; for example, 0.34 means a 34% yield). (1) The reactants are Br[CH2:2][C:3]([O:5][CH2:6][CH3:7])=[O:4].[OH:8][C:9]1[CH:10]=[C:11]([SH:15])[CH:12]=[CH:13][CH:14]=1. No catalyst specified. The product is [OH:8][C:9]1[CH:10]=[C:11]([S:15][CH2:2][C:3]([O:5][CH2:6][CH3:7])=[O:4])[CH:12]=[CH:13][CH:14]=1. The yield is 0.410. (2) The reactants are Br[C:2]1[C:15](Br)=[CH:14][C:13]2[C:4](=[C:5]([CH3:18])[C:6]3[C:11]([C:12]=2[CH3:17])=[CH:10][CH:9]=[CH:8][CH:7]=3)[CH:3]=1.[Cu][C:20]#[N:21].N.[CH3:23][N:24](C=O)C. The product is [CH3:18][C:5]1[C:6]2[C:11]([C:12]([CH3:17])=[C:13]3[C:4]=1[CH:3]=[C:2]([C:23]#[N:24])[C:15]([C:20]#[N:21])=[CH:14]3)=[CH:10][CH:9]=[CH:8][CH:7]=2. No catalyst specified. The yield is 0.500.